From a dataset of Full USPTO retrosynthesis dataset with 1.9M reactions from patents (1976-2016). Predict the reactants needed to synthesize the given product. (1) Given the product [NH2:23][CH2:22][CH2:21][CH2:20][N:8]1[C:9]2[CH:10]=[C:11]3[CH2:18][C:17](=[O:19])[CH2:16][CH2:15][C:12]3=[CH:13][C:14]=2[C:5]2=[N:4][NH:3][C:2]([CH3:1])=[C:6]2[C:7]1=[O:31], predict the reactants needed to synthesize it. The reactants are: [CH3:1][C:2]1[N:3](C2CCCCO2)[N:4]=[C:5]2[C:14]3[CH:13]=[C:12]4[CH2:15][CH2:16][C:17](=[O:19])[CH2:18][C:11]4=[CH:10][C:9]=3[N:8]([CH2:20][CH2:21][CH2:22][NH:23]C(=O)OC(C)(C)C)[C:7](=[O:31])[C:6]=12.FC(F)(F)C(O)=O. (2) Given the product [CH2:1]([N:8]([CH2:20][C:21](=[O:23])[CH3:22])[C:9]([CH:11]1[C:14]2[CH:15]=[CH:16][CH:17]=[C:18]([Cl:19])[C:13]=2[CH2:12]1)=[O:10])[C:2]1[CH:7]=[CH:6][CH:5]=[CH:4][CH:3]=1, predict the reactants needed to synthesize it. The reactants are: [CH2:1]([N:8]([CH2:20][CH:21]([OH:23])[CH3:22])[C:9]([CH:11]1[C:14]2[CH:15]=[CH:16][CH:17]=[C:18]([Cl:19])[C:13]=2[CH2:12]1)=[O:10])[C:2]1[CH:7]=[CH:6][CH:5]=[CH:4][CH:3]=1.CC(OI1(OC(C)=O)(OC(C)=O)OC(=O)C2C=CC=CC1=2)=O.C([O-])(O)=O.[Na+].C(OCC)(=O)C. (3) Given the product [F:1][C:2]1[CH:7]=[C:6]([C:8]([N:31]2[CH2:36][CH2:35][CH2:34][C@@H:33]([OH:37])[CH2:32]2)=[O:9])[CH:5]=[CH:4][C:3]=1[C:11]1[CH:12]=[CH:13][C:14]([O:17][CH2:18][CH:19]2[CH2:24][CH2:23][N:22]([CH2:25][C:26]([F:29])([CH3:27])[CH3:28])[CH2:21][CH2:20]2)=[CH:15][CH:16]=1, predict the reactants needed to synthesize it. The reactants are: [F:1][C:2]1[CH:7]=[C:6]([C:8](O)=[O:9])[CH:5]=[CH:4][C:3]=1[C:11]1[CH:16]=[CH:15][C:14]([O:17][CH2:18][CH:19]2[CH2:24][CH2:23][N:22]([CH2:25][C:26]([F:29])([CH3:28])[CH3:27])[CH2:21][CH2:20]2)=[CH:13][CH:12]=1.Cl.[NH:31]1[CH2:36][CH2:35][CH2:34][C@@H:33]([OH:37])[CH2:32]1.F[P-](F)(F)(F)(F)F.N1(O[P+](N(C)C)(N(C)C)N(C)C)C2C=CC=CC=2N=N1.CCN(CC)CC.[NH4+].[Cl-]. (4) Given the product [CH3:1][O:2][C:3](=[O:33])[CH2:4][CH2:5][CH2:6][C:7]1[CH:12]=[CH:11][CH:10]=[CH:9][C:8]=1[N:13]([C:15](=[O:32])[C:16]1[CH:21]=[CH:20][C:19]([Cl:22])=[C:18]([C:35]2[CH:40]=[N:39][C:38]([Cl:41])=[CH:37][C:36]=2[CH3:42])[CH:17]=1)[CH3:14], predict the reactants needed to synthesize it. The reactants are: [CH3:1][O:2][C:3](=[O:33])[CH2:4][CH2:5][CH2:6][C:7]1[CH:12]=[CH:11][CH:10]=[CH:9][C:8]=1[N:13]([C:15](=[O:32])[C:16]1[CH:21]=[CH:20][C:19]([Cl:22])=[C:18](B2OC(C)(C)C(C)(C)O2)[CH:17]=1)[CH3:14].Br[C:35]1[CH:36]=[CH:37][C:38]([Cl:41])=[N:39][CH:40]=1.[C:42]([O-])([O-])=O.[K+].[K+]. (5) Given the product [CH3:1][C:2]1[C:3]([OH:8])=[N:4][CH:5]=[C:6]([N+:9]([O-:11])=[O:10])[CH:7]=1, predict the reactants needed to synthesize it. The reactants are: [CH3:1][C:2]1[C:3]([OH:8])=[N:4][CH:5]=[CH:6][CH:7]=1.[N+:9]([O-])([OH:11])=[O:10].O. (6) Given the product [CH2:48]([O:47][P:45]([O:51][CH2:52][C:53]1[C:61]([O:62][CH3:63])=[CH:60][CH:59]=[CH:58][C:54]=1[C:55]([O:38][C@:9]([C:3]1[CH:4]=[CH:5][C:6]([F:8])=[CH:7][C:2]=1[F:1])([CH2:32][N:33]1[CH:37]=[N:36][CH:35]=[N:34]1)[C@H:10]([S:12][C@@H:13]1[CH2:18][O:17][C@@H:16](/[CH:19]=[CH:20]/[CH:21]=[CH:22]/[C:23]2[CH:30]=[CH:29][C:26]([C:27]#[N:28])=[CH:25][C:24]=2[F:31])[O:15][CH2:14]1)[CH3:11])=[O:56])([O:44][CH2:41][CH:42]=[CH2:43])=[O:46])[CH:49]=[CH2:50], predict the reactants needed to synthesize it. The reactants are: [F:1][C:2]1[CH:7]=[C:6]([F:8])[CH:5]=[CH:4][C:3]=1[C@@:9]([OH:38])([CH2:32][N:33]1[CH:37]=[N:36][CH:35]=[N:34]1)[C@H:10]([S:12][C@@H:13]1[CH2:18][O:17][C@@H:16](/[CH:19]=[CH:20]/[CH:21]=[CH:22]/[C:23]2[CH:30]=[CH:29][C:26]([C:27]#[N:28])=[CH:25][C:24]=2[F:31])[O:15][CH2:14]1)[CH3:11].[H-].[Na+].[CH2:41]([O:44][P:45]([O:51][CH2:52][C:53]1[C:61]([O:62][CH3:63])=[CH:60][CH:59]=[CH:58][C:54]=1[C:55](Cl)=[O:56])([O:47][CH2:48][CH:49]=[CH2:50])=[O:46])[CH:42]=[CH2:43]. (7) The reactants are: [C:1](N1C=CN=C1)([N:3]1[CH:7]=[CH:6][N:5]=[CH:4]1)=[O:2].[CH3:13][O:14][CH:15]([O:18][CH3:19])[CH2:16][NH2:17]. Given the product [CH3:13][O:14][CH:15]([O:18][CH3:19])[CH2:16][NH:17][C:1]([N:3]1[CH:7]=[CH:6][N:5]=[CH:4]1)=[O:2], predict the reactants needed to synthesize it.